From a dataset of Peptide-MHC class II binding affinity with 134,281 pairs from IEDB. Regression. Given a peptide amino acid sequence and an MHC pseudo amino acid sequence, predict their binding affinity value. This is MHC class II binding data. (1) The peptide sequence is HGITDVHPLYSRRLPKGVKH. The MHC is DRB1_1501 with pseudo-sequence DRB1_1501. The binding affinity (normalized) is 0.238. (2) The peptide sequence is KSIIKARVVWKAIIE. The MHC is DRB1_0401 with pseudo-sequence DRB1_0401. The binding affinity (normalized) is 0.391. (3) The peptide sequence is LKRGEITHHAVSRGSAK. The MHC is DRB1_0701 with pseudo-sequence DRB1_0701. The binding affinity (normalized) is 0.435. (4) The peptide sequence is AFILDGDNLFPKW. The MHC is DRB3_0101 with pseudo-sequence DRB3_0101. The binding affinity (normalized) is 0.787. (5) The peptide sequence is MAGAGPAPMLAAAAG. The MHC is DRB1_0701 with pseudo-sequence DRB1_0701. The binding affinity (normalized) is 0.204. (6) The peptide sequence is YGKFLANVSTVLTGK. The MHC is DRB1_0701 with pseudo-sequence DRB1_0701. The binding affinity (normalized) is 0.778. (7) The peptide sequence is LDLAVNAAVDAGIHF. The MHC is DRB1_0901 with pseudo-sequence DRB1_0901. The binding affinity (normalized) is 0.462. (8) The peptide sequence is DVNAGFKAAVAAAAN. The MHC is DRB1_0701 with pseudo-sequence DRB1_0701. The binding affinity (normalized) is 0.516. (9) The peptide sequence is SQDLELSWNLNGSQAY. The MHC is HLA-DQA10301-DQB10302 with pseudo-sequence HLA-DQA10301-DQB10302. The binding affinity (normalized) is 0.571. (10) The peptide sequence is GRRYELETNLQHRDG. The MHC is DRB1_0401 with pseudo-sequence DRB1_0401. The binding affinity (normalized) is 0.760.